Dataset: Catalyst prediction with 721,799 reactions and 888 catalyst types from USPTO. Task: Predict which catalyst facilitates the given reaction. (1) Reactant: [F:1][C:2]1[CH:3]=[C:4]([C:8]2[S:9][C:10]([NH:14][C:15](=[O:21])[CH:16]([CH3:20])[CH2:17][S:18][CH3:19])=[C:11]([CH3:13])[N:12]=2)[CH:5]=[N:6][CH:7]=1.[N:22]#[C:23][NH2:24].IC1C=CC=C(CC([O-])=[O:34])C=1CC([O-])=O. Product: [C:23]([N:24]=[S:18]([CH2:17][CH:16]([CH3:20])[C:15]([NH:14][C:10]1[S:9][C:8]([C:4]2[CH:5]=[N:6][CH:7]=[C:2]([F:1])[CH:3]=2)=[N:12][C:11]=1[CH3:13])=[O:21])([CH3:19])=[O:34])#[N:22]. The catalyst class is: 4. (2) Reactant: [CH2:1]([C:3]1[CH:8]=[CH:7][CH:6]=[CH:5][C:4]=1[OH:9])[CH3:2].C(N(CCCC)CCCC)CCC.[Sn](Cl)(Cl)(Cl)Cl.[CH2:28]=[O:29].Cl. Product: [CH2:1]([C:3]1[CH:8]=[CH:7][CH:6]=[C:5]([CH:28]=[O:29])[C:4]=1[OH:9])[CH3:2]. The catalyst class is: 11. (3) Reactant: [CH3:1][C:2]1[CH:3]=[CH:4][C:5]([N+:18]([O-:20])=[O:19])=[C:6]([C:8]2[O:12][N:11]=[C:10]([C:13](OCC)=[O:14])[N:9]=2)[CH:7]=1.[BH4-].[Li+]. Product: [CH3:1][C:2]1[CH:3]=[CH:4][C:5]([N+:18]([O-:20])=[O:19])=[C:6]([C:8]2[O:12][N:11]=[C:10]([CH2:13][OH:14])[N:9]=2)[CH:7]=1. The catalyst class is: 8.